From a dataset of Forward reaction prediction with 1.9M reactions from USPTO patents (1976-2016). Predict the product of the given reaction. (1) Given the reactants [NH2:1][C:2]1[N:7]([C:8]2[C:13]([F:14])=[CH:12][C:11]([OH:15])=[CH:10][C:9]=2[F:16])[C:6](=[O:17])[CH:5]=[CH:4][C:3]=1[C:18](=[O:27])[C:19]1[CH:24]=[CH:23][C:22]([F:25])=[CH:21][C:20]=1[F:26].Cl.[CH3:29][N:30]([CH3:34])[CH2:31][CH2:32]Cl.C(=O)([O-])[O-].[K+].[K+].[I-].[K+], predict the reaction product. The product is: [NH2:1][C:2]1[N:7]([C:8]2[C:9]([F:16])=[CH:10][C:11]([O:15][CH2:32][CH2:31][N:30]([CH3:34])[CH3:29])=[CH:12][C:13]=2[F:14])[C:6](=[O:17])[CH:5]=[CH:4][C:3]=1[C:18](=[O:27])[C:19]1[CH:24]=[CH:23][C:22]([F:25])=[CH:21][C:20]=1[F:26]. (2) Given the reactants [F:1][C:2]1[CH:28]=[CH:27][C:5]([CH2:6][CH:7]2[CH2:12][CH2:11][N:10]([C:13]([C:15]3[CH:16]=[C:17]4[CH:25]=[CH:24][N:23]([CH3:26])[C:18]4=[N:19][C:20]=3[O:21][CH3:22])=[O:14])[CH2:9][CH2:8]2)=[CH:4][CH:3]=1.[C:29](Cl)(=[O:33])[C:30](Cl)=[O:31].[NH:35]1[CH2:39][CH2:38][CH2:37][CH2:36]1.O, predict the reaction product. The product is: [F:1][C:2]1[CH:28]=[CH:27][C:5]([CH2:6][CH:7]2[CH2:12][CH2:11][N:10]([C:13]([C:15]3[CH:16]=[C:17]4[C:25]([C:29](=[O:33])[C:30]([N:35]5[CH2:39][CH2:38][CH2:37][CH2:36]5)=[O:31])=[CH:24][N:23]([CH3:26])[C:18]4=[N:19][C:20]=3[O:21][CH3:22])=[O:14])[CH2:9][CH2:8]2)=[CH:4][CH:3]=1.